From a dataset of NCI-60 drug combinations with 297,098 pairs across 59 cell lines. Regression. Given two drug SMILES strings and cell line genomic features, predict the synergy score measuring deviation from expected non-interaction effect. Drug 1: C1=NNC2=C1C(=O)NC=N2. Drug 2: CC12CCC3C(C1CCC2OP(=O)(O)O)CCC4=C3C=CC(=C4)OC(=O)N(CCCl)CCCl.[Na+]. Cell line: OVCAR3. Synergy scores: CSS=13.9, Synergy_ZIP=-4.26, Synergy_Bliss=-4.09, Synergy_Loewe=0.742, Synergy_HSA=-1.70.